From a dataset of Reaction yield outcomes from USPTO patents with 853,638 reactions. Predict the reaction yield, written as a fraction of the theoretical maximum amount of product (1.0 means a 100% yield; for example, 0.34 means a 34% yield). (1) The reactants are [CH2:1]([NH:8][C:9]([NH:11][N:12]([CH2:49][CH:50]=[CH2:51])[CH2:13][C:14]([NH:16][C@@H:17]([CH2:37][C:38]1[CH:43]=[CH:42][C:41]([O:44]C(C)(C)C)=[CH:40][CH:39]=1)[C:18]([N:20]([CH2:29][CH:30](OCC)OCC)[CH2:21][C:22]1[CH:27]=[CH:26][CH:25]=[C:24]([F:28])[N:23]=1)=[O:19])=[O:15])=[O:10])[C:2]1[CH:7]=[CH:6][CH:5]=[CH:4][CH:3]=1. The catalyst is C(O)=O. The product is [CH2:1]([NH:8][C:9]([N:11]1[C@H:30]2[CH2:29][N:20]([CH2:21][C:22]3[CH:27]=[CH:26][CH:25]=[C:24]([F:28])[N:23]=3)[C:18](=[O:19])[C@H:17]([CH2:37][C:38]3[CH:39]=[CH:40][C:41]([OH:44])=[CH:42][CH:43]=3)[N:16]2[C:14](=[O:15])[CH2:13][N:12]1[CH2:49][CH:50]=[CH2:51])=[O:10])[C:2]1[CH:3]=[CH:4][CH:5]=[CH:6][CH:7]=1. The yield is 0.900. (2) The reactants are [NH2:1][C:2](=[O:42])[CH2:3][C:4]1[C:5]([CH2:10][CH2:11][C:12]2[C:17]([C:18]([F:21])([F:20])[F:19])=[CH:16][N:15]=[C:14]([NH:22][C:23]3[CH:28]=[CH:27][C:26]([CH:29]4[CH2:34][CH2:33][N:32](C(OC(C)(C)C)=O)[CH2:31][CH2:30]4)=[CH:25][CH:24]=3)[N:13]=2)=[N:6][CH:7]=[N:8][CH:9]=1.FC(F)(F)C(O)=O.C1CCCCC1. The catalyst is C(Cl)Cl.CO.C(OCC)C. The product is [NH:32]1[CH2:31][CH2:30][CH:29]([C:26]2[CH:27]=[CH:28][C:23]([NH:22][C:14]3[N:13]=[C:12]([CH2:11][CH2:10][C:5]4[C:4]([CH2:3][C:2]([NH2:1])=[O:42])=[CH:9][N:8]=[CH:7][N:6]=4)[C:17]([C:18]([F:21])([F:19])[F:20])=[CH:16][N:15]=3)=[CH:24][CH:25]=2)[CH2:34][CH2:33]1. The yield is 0.560.